Dataset: Catalyst prediction with 721,799 reactions and 888 catalyst types from USPTO. Task: Predict which catalyst facilitates the given reaction. (1) Reactant: [Br:1][C:2]1[CH:27]=[CH:26][C:5]([CH2:6][NH:7][N:8]2[C:17](=[O:18])[C:16]3[C:11](=[CH:12][CH:13]=[CH:14][CH:15]=3)[N:10]=[C:9]2[C:19]2[CH:24]=[CH:23][C:22]([F:25])=[CH:21][CH:20]=2)=[CH:4][CH:3]=1.CS(C)=O.[H-].[Na+].I[CH2:35][CH3:36]. Product: [Br:1][C:2]1[CH:3]=[CH:4][C:5]([CH2:6][N:7]([CH2:35][CH3:36])[N:8]2[C:17](=[O:18])[C:16]3[C:11](=[CH:12][CH:13]=[CH:14][CH:15]=3)[N:10]=[C:9]2[C:19]2[CH:24]=[CH:23][C:22]([F:25])=[CH:21][CH:20]=2)=[CH:26][CH:27]=1. The catalyst class is: 20. (2) Reactant: [CH3:1][N:2](C(OC)OC)C.[N:9]1[C:14]2[CH:15]=[CH:16]NC(=O)[C:13]=2[CH:12]=[N:11][CH:10]=1.C1C=C(Cl)C=C(C(OO)=[O:28])C=1.OO.C(O)(C(F)(F)F)=O. Product: [NH:9]1[C:14]2[CH:15]=[CH:16][CH:1]=[N:2][C:13]=2[CH:12]=[N:11][C:10]1=[O:28]. The catalyst class is: 640. (3) Reactant: S(Cl)([Cl:3])=O.CN(C)C=O.[Cl:10][C:11]1[CH:12]=[C:13]([C:17]2[CH:18]=[C:19]([CH2:23]O)[CH:20]=[N:21][CH:22]=2)[CH:14]=[CH:15][CH:16]=1. Product: [Cl:3][CH2:23][C:19]1[CH:20]=[N:21][CH:22]=[C:17]([C:13]2[CH:14]=[CH:15][CH:16]=[C:11]([Cl:10])[CH:12]=2)[CH:18]=1. The catalyst class is: 4.